From a dataset of Reaction yield outcomes from USPTO patents with 853,638 reactions. Predict the reaction yield, written as a fraction of the theoretical maximum amount of product (1.0 means a 100% yield; for example, 0.34 means a 34% yield). The reactants are [CH:1]1([C:5]2[CH:10]=[CH:9][C:8]([C:11]3[CH:15]=[C:14]([CH:16]([N:21]([C:30](OC(C)(C)C)=O)[NH:22][C:23](OC(C)(C)C)=O)[C:17]([O:19][CH3:20])=[O:18])[O:13][N:12]=3)=[C:7]([C:37]([F:40])([F:39])[F:38])[CH:6]=2)[CH2:4][CH2:3][CH2:2]1.[F:41][C:42]1[C:47]([F:48])=[CH:46][CH:45]=[CH:44][C:43]=1[C:49]1[NH:50][C:51](C=O)=[C:52](C=O)[N:53]=1.C1(C2C=CC(C3C=C(C(N4C=C5N=C(C6C=CC=C(F)C=6F)N=C5C=N4)C(OC)=O)ON=3)=C(C(F)(F)F)C=2)CC1. No catalyst specified. The product is [CH:1]1([C:5]2[CH:10]=[CH:9][C:8]([C:11]3[CH:15]=[C:14]([CH:16]([N:21]4[CH:30]=[C:52]5[N:53]=[C:49]([C:43]6[CH:44]=[CH:45][CH:46]=[C:47]([F:48])[C:42]=6[F:41])[N:50]=[C:51]5[CH:23]=[N:22]4)[C:17]([O:19][CH3:20])=[O:18])[O:13][N:12]=3)=[C:7]([C:37]([F:38])([F:40])[F:39])[CH:6]=2)[CH2:4][CH2:3][CH2:2]1. The yield is 0.650.